The task is: Predict the product of the given reaction.. This data is from Forward reaction prediction with 1.9M reactions from USPTO patents (1976-2016). (1) Given the reactants [CH2:1]([Si:11]([Cl:14])([Cl:13])Cl)[CH2:2][CH2:3][CH2:4][CH2:5][CH2:6][CH2:7][CH2:8][CH2:9][CH3:10].[CH2:15]([Mg]Br)[CH2:16][CH2:17][CH2:18][CH2:19][CH2:20][CH2:21][CH2:22][CH2:23][CH3:24], predict the reaction product. The product is: [Cl:14][Si:11]([Cl:13])([CH2:1][CH2:2][CH2:3][CH2:4][CH2:5][CH2:6][CH2:7][CH2:8][CH2:9][CH3:10])[CH2:15][CH2:16][CH2:17][CH2:18][CH2:19][CH2:20][CH2:21][CH2:22][CH2:23][CH3:24]. (2) Given the reactants [OH:1][N:2]=[C:3]([NH2:10])[C:4]1[CH:9]=[CH:8][CH:7]=[N:6][CH:5]=1.[Cl:11][C:12]1[CH:13]=[C:14]([CH:18]=[CH:19][C:20]=1[F:21])[C:15](O)=O.N, predict the reaction product. The product is: [Cl:11][C:12]1[CH:13]=[C:14]([C:15]2[O:1][N:2]=[C:3]([C:4]3[CH:5]=[N:6][CH:7]=[CH:8][CH:9]=3)[N:10]=2)[CH:18]=[CH:19][C:20]=1[F:21]. (3) Given the reactants Cl[C:2]1[N:7]2[N:8]=[C:9]([S:11][CH3:12])[N:10]=[C:6]2[N:5]=[C:4]([CH3:13])[CH:3]=1.[F:14][C:15]([F:24])([F:23])[C:16]1[CH:22]=[CH:21][C:19]([NH2:20])=[CH:18][CH:17]=1.N, predict the reaction product. The product is: [CH3:13][C:4]1[CH:3]=[C:2]([NH:20][C:19]2[CH:21]=[CH:22][C:16]([C:15]([F:14])([F:23])[F:24])=[CH:17][CH:18]=2)[N:7]2[N:8]=[C:9]([S:11][CH3:12])[N:10]=[C:6]2[N:5]=1. (4) Given the reactants [NH2:1][C:2]1[CH:3]=[C:4]([CH:7]=[C:8]([N:11]2[CH2:16][CH2:15][C@@H:14]([NH:17][CH3:18])[C@H:13]([O:19][Si:20]([C:23]([CH3:26])([CH3:25])[CH3:24])([CH3:22])[CH3:21])[CH2:12]2)[C:9]=1[Cl:10])[C:5]#[N:6].C(N(CC)CC)C.[C:39](O[C:39]([O:41][CH3:42])=[O:40])([O:41][CH3:42])=[O:40], predict the reaction product. The product is: [NH2:1][C:2]1[C:9]([Cl:10])=[C:8]([N:11]2[CH2:16][CH2:15][C@@H:14]([N:17]([CH3:18])[C:39](=[O:40])[O:41][CH3:42])[C@H:13]([O:19][Si:20]([C:23]([CH3:25])([CH3:24])[CH3:26])([CH3:21])[CH3:22])[CH2:12]2)[CH:7]=[C:4]([C:5]#[N:6])[CH:3]=1. (5) Given the reactants C([Li])[CH2:2][CH2:3][CH3:4].Br[C:7]1[CH:20]=[CH:19][C:10]2[O:11][C:12]([F:18])([F:17])[C:13]([F:16])([F:15])[O:14][C:9]=2[C:8]=1[CH3:21].[CH2:22]([O:24]CC)C.Cl, predict the reaction product. The product is: [F:17][C:12]1([F:18])[O:11][C:10]2[CH:19]=[CH:20][C:7]([CH:22]([OH:24])[CH:3]([CH3:2])[CH3:4])=[C:8]([CH3:21])[C:9]=2[O:14][C:13]1([F:16])[F:15]. (6) The product is: [CH2:1]([O:3][C:4](=[O:36])[C:5]([O:8][C:9]1[CH:14]=[CH:13][C:12]([O:15][CH2:16][CH2:17][CH:18]([O:20][C:21]2[CH:26]=[CH:25][C:24]([CH2:37][CH2:38][CH2:39][CH3:40])=[CH:23][C:22]=2[C:28](=[O:35])[C:29]2[CH:34]=[CH:33][CH:32]=[CH:31][CH:30]=2)[CH3:19])=[CH:11][CH:10]=1)([CH3:7])[CH3:6])[CH3:2]. Given the reactants [CH2:1]([O:3][C:4](=[O:36])[C:5]([O:8][C:9]1[CH:14]=[CH:13][C:12]([O:15][CH2:16][CH2:17][CH:18]([O:20][C:21]2[CH:26]=[CH:25][C:24](Br)=[CH:23][C:22]=2[C:28](=[O:35])[C:29]2[CH:34]=[CH:33][CH:32]=[CH:31][CH:30]=2)[CH3:19])=[CH:11][CH:10]=1)([CH3:7])[CH3:6])[CH3:2].[CH2:37](B(O)O)[CH2:38][CH2:39][CH3:40].[F-].[Cs+], predict the reaction product. (7) The product is: [Cl:31][C:32]1[CH:33]=[C:34]([OH:43])[CH:35]=[CH:36][C:37]=1[O:38][CH2:39][C@@H:40]([OH:41])[CH2:42][NH:4][CH2:5][CH2:6][C:7]1[CH:8]=[CH:9][C:10]([NH:11][CH:12]2[CH2:17][CH2:16][N:15]([C:18]([NH:20][CH2:21][CH2:22][CH2:23][CH2:24][CH2:25][CH2:26][CH2:27][CH3:28])=[O:19])[CH2:14][CH2:13]2)=[CH:29][CH:30]=1. Given the reactants C(O)=O.[NH2:4][CH2:5][CH2:6][C:7]1[CH:30]=[CH:29][C:10]([NH:11][CH:12]2[CH2:17][CH2:16][N:15]([C:18]([NH:20][CH2:21][CH2:22][CH2:23][CH2:24][CH2:25][CH2:26][CH2:27][CH3:28])=[O:19])[CH2:14][CH2:13]2)=[CH:9][CH:8]=1.[Cl:31][C:32]1[CH:33]=[C:34]([O:43][Si](C(C)(C)C)(C2C=CC=CC=2)C2C=CC=CC=2)[CH:35]=[CH:36][C:37]=1[O:38][CH2:39][C@@H:40]1[CH2:42][O:41]1, predict the reaction product. (8) The product is: [CH3:1][C:2]1[CH:7]=[C:6]([CH3:8])[CH:5]=[CH:4][C:3]=1[C:9]1[C:10](=[O:20])[N:11]([CH3:19])[C:12]([N:15]([CH2:24][CH2:25][CH3:26])[CH2:16][CH2:17][CH3:18])=[N:13][CH:14]=1. Given the reactants [CH3:1][C:2]1[CH:7]=[C:6]([CH3:8])[CH:5]=[CH:4][C:3]=1[C:9]1[C:10](=[O:20])[N:11]([CH3:19])[C:12]([NH:15][CH2:16][CH2:17][CH3:18])=[N:13][CH:14]=1.[OH-].[K+].I[CH2:24][CH2:25][CH3:26], predict the reaction product.